From a dataset of Peptide-MHC class II binding affinity with 134,281 pairs from IEDB. Regression. Given a peptide amino acid sequence and an MHC pseudo amino acid sequence, predict their binding affinity value. This is MHC class II binding data. The peptide sequence is IGMTNRATWASHIHL. The MHC is DRB1_1301 with pseudo-sequence DRB1_1301. The binding affinity (normalized) is 0.756.